Task: Predict the reactants needed to synthesize the given product.. Dataset: Full USPTO retrosynthesis dataset with 1.9M reactions from patents (1976-2016) (1) Given the product [O:1]=[C:2]1[C:7]2[CH:8]=[CH:9][CH:10]=[CH:11][C:6]=2[S:5][C:4]([C:12]2[N:17]=[C:16]([S:18]([CH2:19][C:20]([NH2:22])=[O:21])=[O:31])[CH:15]=[CH:14][CH:13]=2)=[N:3]1, predict the reactants needed to synthesize it. The reactants are: [O:1]=[C:2]1[C:7]2[CH:8]=[CH:9][CH:10]=[CH:11][C:6]=2[S:5][C:4]([C:12]2[N:17]=[C:16]([S:18][CH2:19][C:20]([NH2:22])=[O:21])[CH:15]=[CH:14][CH:13]=2)=[N:3]1.ClC1C=CC=C(C(OO)=[O:31])C=1. (2) The reactants are: [CH2:1]([O:8][C:9]1[CH:14]=[CH:13][NH:12][C:11](=[O:15])[CH:10]=1)[C:2]1[CH:7]=[CH:6][CH:5]=[CH:4][CH:3]=1.[CH3:16]I. Given the product [CH2:1]([O:8][C:9]1[CH:14]=[CH:13][N:12]=[C:11]([O:15][CH3:16])[CH:10]=1)[C:2]1[CH:3]=[CH:4][CH:5]=[CH:6][CH:7]=1, predict the reactants needed to synthesize it. (3) Given the product [C:15]([O:39][C:36]([N:18]1[CH2:17][CH2:16][CH:15]([C:9]2[CH:10]=[CH:11][C:12]([C:30]3[CH:31]=[CH:32][C:27]([N:21]4[CH2:26][CH2:25][O:24][CH2:23][CH2:22]4)=[CH:28][CH:29]=3)=[CH:13][N:8]=2)[CH2:20][CH2:19]1)=[O:37])([CH3:20])([CH3:16])[CH3:9], predict the reactants needed to synthesize it. The reactants are: C(OC([N:8]1[CH:13]=[C:12](Br)[CH:11]=[CH:10][CH:9]1[CH:15]1[CH2:20][CH2:19][NH:18][CH2:17][CH2:16]1)=O)(C)(C)C.[N:21]1([C:27]2[CH:32]=[CH:31][C:30](B(O)O)=[CH:29][CH:28]=2)[CH2:26][CH2:25][O:24][CH2:23][CH2:22]1.[C:36]([O-:39])([O-])=[O:37].[Na+].[Na+]. (4) The reactants are: [OH:1][C:2]1[CH:7]=[C:6]([CH3:8])[O:5][C:4](=O)[CH:3]=1.[OH-].[Na+].Cl.[NH2:13][CH2:14][CH2:15][C:16]1[CH:24]=[CH:23][C:19]([C:20]([OH:22])=[O:21])=[CH:18][CH:17]=1.Cl. Given the product [OH:1][C:2]1[CH:7]=[C:6]([CH3:8])[N:13]([CH2:14][CH2:15][C:16]2[CH:24]=[CH:23][C:19]([C:20]([OH:22])=[O:21])=[CH:18][CH:17]=2)[C:4](=[O:5])[CH:3]=1, predict the reactants needed to synthesize it.